From a dataset of Full USPTO retrosynthesis dataset with 1.9M reactions from patents (1976-2016). Predict the reactants needed to synthesize the given product. (1) Given the product [OH:4][C:5]1[CH:6]=[C:7](/[CH:13]=[CH:14]/[C:15]([NH:17][C:18]2[C:27]3[C:22](=[CH:23][CH:24]=[CH:25][CH:26]=3)[CH:21]=[CH:20][CH:19]=2)=[O:16])[CH:8]=[CH:9][C:10]=1[O:11][CH3:12], predict the reactants needed to synthesize it. The reactants are: C([O:4][C:5]1[CH:6]=[C:7](/[CH:13]=[CH:14]/[C:15]([NH:17][C:18]2[C:27]3[C:22](=[CH:23][CH:24]=[CH:25][CH:26]=3)[CH:21]=[CH:20][CH:19]=2)=[O:16])[CH:8]=[CH:9][C:10]=1[O:11][CH3:12])(=O)C.[OH-].[Na+]. (2) Given the product [Cl:1][C:2]1[CH:21]=[C:20]([C:22]([F:23])([F:25])[F:24])[CH:19]=[CH:18][C:3]=1[CH2:4][N:5]1[C:9]([CH2:10][CH2:11][C:12]([NH:34][S:31]([CH2:26][CH2:27][CH2:28][CH2:29][CH3:30])(=[O:33])=[O:32])=[O:13])=[CH:8][C:7]([CH:15]([CH3:17])[CH3:16])=[N:6]1, predict the reactants needed to synthesize it. The reactants are: [Cl:1][C:2]1[CH:21]=[C:20]([C:22]([F:25])([F:24])[F:23])[CH:19]=[CH:18][C:3]=1[CH2:4][N:5]1[C:9]([CH2:10][CH2:11][C:12](O)=[O:13])=[CH:8][C:7]([CH:15]([CH3:17])[CH3:16])=[N:6]1.[CH2:26]([S:31]([NH2:34])(=[O:33])=[O:32])[CH2:27][CH2:28][CH2:29][CH3:30].N12CCCN=C1CCCCC2. (3) The reactants are: [Br:1][C:2]1[CH:3]=[CH:4][C:5]([CH2:12]CO)=[C:6]([C:8]([OH:11])([CH3:10])[CH3:9])[CH:7]=1.N1C=CN=C1.[C:20]([Si:24]([CH3:27])([CH3:26])Cl)([CH3:23])([CH3:22])[CH3:21].[OH2:28]. Given the product [Br:1][C:2]1[CH:3]=[CH:4][C:5]([CH2:12][O:28][Si:24]([C:20]([CH3:23])([CH3:22])[CH3:21])([CH3:27])[CH3:26])=[C:6]([C:8]([OH:11])([CH3:9])[CH3:10])[CH:7]=1, predict the reactants needed to synthesize it.